This data is from Catalyst prediction with 721,799 reactions and 888 catalyst types from USPTO. The task is: Predict which catalyst facilitates the given reaction. (1) Reactant: CS(O)(=O)=O.[NH2:6][CH2:7][C:8]1[CH:9]=[C:10]2[C:14](=[CH:15][CH:16]=1)[C:13](=[O:17])[N:12]([CH:18]1[CH2:23][CH2:22][C:21](=[O:24])[NH:20][C:19]1=[O:25])[CH2:11]2.[Cl:26][C:27]1[CH:35]=[CH:34][C:30]([C:31](Cl)=[O:32])=[CH:29][CH:28]=1.Cl. Product: [Cl:26][C:27]1[CH:35]=[CH:34][C:30]([C:31]([NH:6][CH2:7][C:8]2[CH:9]=[C:10]3[C:14](=[CH:15][CH:16]=2)[C:13](=[O:17])[N:12]([CH:18]2[CH2:23][CH2:22][C:21](=[O:24])[NH:20][C:19]2=[O:25])[CH2:11]3)=[O:32])=[CH:29][CH:28]=1. The catalyst class is: 3. (2) Reactant: [N:1]1([C:7]2[CH:12]=[CH:11][C:10]([NH:13][C:14]([C:16]3[CH:17]=[C:18]([CH:22]=[CH:23][CH:24]=3)[C:19](O)=O)=[O:15])=[C:9]([C:25](=[O:42])[NH:26][C:27]3[CH:31]=[CH:30][N:29]([C:32]4[CH:37]=[CH:36][CH:35]=[C:34]([C:38]([F:41])([F:40])[F:39])[CH:33]=4)[N:28]=3)[CH:8]=2)[CH2:6][CH2:5][CH2:4][CH2:3][CH2:2]1.C(N(CC)C(C)C)(C)C.[Br:52]CC1C=C(C=CC=1)C(Cl)=O. Product: [Br:52][CH2:19][C:18]1[CH:17]=[C:16]([CH:24]=[CH:23][CH:22]=1)[C:14]([NH:13][C:10]1[CH:11]=[CH:12][C:7]([N:1]2[CH2:2][CH2:3][CH2:4][CH2:5][CH2:6]2)=[CH:8][C:9]=1[C:25]([NH:26][C:27]1[CH:31]=[CH:30][N:29]([C:32]2[CH:37]=[CH:36][CH:35]=[C:34]([C:38]([F:39])([F:40])[F:41])[CH:33]=2)[N:28]=1)=[O:42])=[O:15]. The catalyst class is: 7. (3) Product: [Cl:1][C:2]1[C:11]2[C:6](=[CH:7][CH:8]=[C:9]([C:12]([C:26]3[N:30]([CH3:31])[CH:29]=[N:28][CH:27]=3)([CH:13]3[CH2:14][CH2:15][NH:16][CH2:17][CH2:18]3)[OH:32])[CH:10]=2)[N:5]=[C:4]([O:33][CH3:34])[C:3]=1[CH2:35][CH:36]1[CH2:37][CH2:38][O:39][CH2:40][CH2:41]1. Reactant: [Cl:1][C:2]1[C:11]2[C:6](=[CH:7][CH:8]=[C:9]([C:12]([OH:32])([C:26]3[N:30]([CH3:31])[CH:29]=[N:28][CH:27]=3)[CH:13]3[CH2:18][CH2:17][N:16](C(OC(C)(C)C)=O)[CH2:15][CH2:14]3)[CH:10]=2)[N:5]=[C:4]([O:33][CH3:34])[C:3]=1[CH2:35][CH:36]1[CH2:41][CH2:40][O:39][CH2:38][CH2:37]1.C(O)(C(F)(F)F)=O.[OH-].[Na+]. The catalyst class is: 2. (4) Reactant: [CH3:1][N:2]([CH3:13])[C:3]1[C:4]([C:10](N)=[O:11])=[N:5][C:6]([CH3:9])=[CH:7][CH:8]=1.[OH-:14].[K+].Cl. Product: [CH3:1][N:2]([CH3:13])[C:3]1[C:4]([C:10]([OH:14])=[O:11])=[N:5][C:6]([CH3:9])=[CH:7][CH:8]=1. The catalyst class is: 14. (5) Reactant: C1(N[CH:8]2[CH2:13][CH2:12][CH2:11][CH2:10][CH2:9]2)CCCCC1.[C:14]([O:18][C:19]([NH:21][C@H:22]([C:32]([OH:34])=O)[CH2:23][NH:24][C:25]([O:27][C:28]([CH3:31])([CH3:30])[CH3:29])=[O:26])=[O:20])([CH3:17])([CH3:16])[CH3:15].[ClH:35].CN(C)CCCN=C=NCC.O.ON1C2C=CC=CC=2N=N1.C(N(CC)C(C)C)(C)C.FC(F)(F)C(O)=O.[NH2:74][C@H:75]([C:77]([O:79][CH2:80][CH2:81][O:82][C:83]1[CH:88]=[CH:87][C:86]([C:89]2[C:94]([C:95]#[N:96])=[C:93]([N:97]3[CH2:101][CH2:100][CH2:99][CH2:98]3)[N:92]=[C:91]([S:102][CH2:103][C:104]3[N:105]=[C:106](C4C=CC(Cl)=CC=4)[S:107][CH:108]=3)[C:90]=2[C:116]#[N:117])=[CH:85][CH:84]=1)=[O:78])[CH3:76]. Product: [C:14]([O:18][C:19]([NH:21][C@H:22]([C:32]([NH:74][C@H:75]([C:77]([O:79][CH2:80][CH2:81][O:82][C:83]1[CH:88]=[CH:87][C:86]([C:89]2[C:94]([C:95]#[N:96])=[C:93]([N:97]3[CH2:98][CH2:99][CH2:100][CH2:101]3)[N:92]=[C:91]([S:102][CH2:103][C:104]3[N:105]=[C:106]([C:8]4[CH:9]=[CH:10][C:11]([Cl:35])=[CH:12][CH:13]=4)[S:107][CH:108]=3)[C:90]=2[C:116]#[N:117])=[CH:85][CH:84]=1)=[O:78])[CH3:76])=[O:34])[CH2:23][NH:24][C:25]([O:27][C:28]([CH3:29])([CH3:30])[CH3:31])=[O:26])=[O:20])([CH3:15])([CH3:16])[CH3:17]. The catalyst class is: 3. (6) Product: [CH2:18]([C:13]1[S:12][CH:16]=[CH:15][CH:14]=1)[CH2:19][CH2:20][CH2:21][CH2:22][CH2:23][CH2:24][CH3:25]. The catalyst class is: 7. Reactant: C([Li])CCC.CCCCCC.[S:12]1[CH:16]=[CH:15][CH:14]=[CH:13]1.Br[CH2:18][CH2:19][CH2:20][CH2:21][CH2:22][CH2:23][CH2:24][CH3:25]. (7) Reactant: C(O[C:6](=O)[NH:7][CH2:8][CH2:9][CH2:10][NH:11][CH2:12][CH2:13][OH:14])(C)(C)C.O. Product: [CH3:6][NH:7][CH2:8][CH2:9][CH2:10][NH:11][CH2:12][CH2:13][OH:14]. The catalyst class is: 1.